Dataset: Catalyst prediction with 721,799 reactions and 888 catalyst types from USPTO. Task: Predict which catalyst facilitates the given reaction. Reactant: [S:1]1[CH:5]=[CH:4][N:3]=[C:2]1[NH:6][C:7]([C:9]1[C:10]([C:18]2[CH:23]=[CH:22][CH:21]=[CH:20][CH:19]=2)=[CH:11][C:12]([N+:15]([O-])=O)=[CH:13][CH:14]=1)=[O:8].C(O)(=O)C. Product: [S:1]1[CH:5]=[CH:4][N:3]=[C:2]1[NH:6][C:7]([C:9]1[C:10]([C:18]2[CH:19]=[CH:20][CH:21]=[CH:22][CH:23]=2)=[CH:11][C:12]([NH2:15])=[CH:13][CH:14]=1)=[O:8]. The catalyst class is: 284.